From a dataset of Peptide-MHC class II binding affinity with 134,281 pairs from IEDB. Regression. Given a peptide amino acid sequence and an MHC pseudo amino acid sequence, predict their binding affinity value. This is MHC class II binding data. (1) The peptide sequence is NAAYNAADHAAPEDK. The MHC is HLA-DQA10501-DQB10201 with pseudo-sequence YNYHQRXFATVLHSLYFGLSSFAIRKARVHLETT. The binding affinity (normalized) is 0.381. (2) The peptide sequence is NYSLSAAVKAGATLL. The MHC is DRB1_1501 with pseudo-sequence DRB1_1501. The binding affinity (normalized) is 0.565. (3) The peptide sequence is AAWGGSGSEAYQGVQ. The MHC is DRB1_0405 with pseudo-sequence DRB1_0405. The binding affinity (normalized) is 0.0274. (4) The MHC is HLA-DQA10301-DQB10302 with pseudo-sequence HLA-DQA10301-DQB10302. The peptide sequence is NLNIKLNMPLYIAGN. The binding affinity (normalized) is 0. (5) The peptide sequence is YDKFLANVSTVLCGK. The MHC is DRB1_0802 with pseudo-sequence DRB1_0802. The binding affinity (normalized) is 0.662. (6) The peptide sequence is EKKYFAATFFEPLAA. The MHC is HLA-DQA10401-DQB10402 with pseudo-sequence HLA-DQA10401-DQB10402. The binding affinity (normalized) is 0.494. (7) The peptide sequence is KNWMTETLLVQNANPDCKTI. The MHC is DRB1_1101 with pseudo-sequence DRB1_1101. The binding affinity (normalized) is 0.462.